This data is from Full USPTO retrosynthesis dataset with 1.9M reactions from patents (1976-2016). The task is: Predict the reactants needed to synthesize the given product. (1) Given the product [NH2:34][C:33]1[C:28]([C:8]2[CH:9]=[C:10]([C@@H:14]([NH:18][C:19](=[O:25])[O:20][C:21]([CH3:22])([CH3:23])[CH3:24])[CH2:15][CH:16]=[CH2:17])[CH:11]=[CH:12][CH:13]=2)=[N:29][C:30]([CH3:35])=[CH:31][CH:32]=1, predict the reactants needed to synthesize it. The reactants are: CC1(C)COB([C:8]2[CH:9]=[C:10]([C@@H:14]([NH:18][C:19](=[O:25])[O:20][C:21]([CH3:24])([CH3:23])[CH3:22])[CH2:15][CH:16]=[CH2:17])[CH:11]=[CH:12][CH:13]=2)OC1.Br[C:28]1[C:33]([NH2:34])=[CH:32][CH:31]=[C:30]([CH3:35])[N:29]=1.C([O-])([O-])=O.[Na+].[Na+]. (2) Given the product [CH2:23]([C:13]1([Cl:14])[CH:12]([Cl:15])[C:10](=[O:11])[C:9]([Cl:16])=[C:8]([Cl:17])[C:7]1=[O:6])[CH2:24][CH2:19][CH2:20][CH3:21], predict the reactants needed to synthesize it. The reactants are: C([O:6][C:7]1[C:13]([Cl:14])=[C:12]([Cl:15])[C:10]([OH:11])=[C:9]([Cl:16])[C:8]=1[Cl:17])CCCC.Cl[C:19]1[C:20](=O)[C:21](C#N)=C(C#N)[C:23](=O)[C:24]=1Cl. (3) Given the product [Br:1][C:2]1[CH:3]=[C:4]([NH:10][CH2:18][CH3:19])[C:5](=[O:9])[N:6]([CH3:8])[CH:7]=1, predict the reactants needed to synthesize it. The reactants are: [Br:1][C:2]1[CH:3]=[C:4]([N:10]([CH2:18][CH3:19])C(=O)OC(C)(C)C)[C:5](=[O:9])[N:6]([CH3:8])[CH:7]=1.Cl.O1CCOCC1. (4) Given the product [CH2:1]([O:5][C:6]1[CH:11]=[CH:10][C:9]([S@@:12]([C@@H:13]([CH2:17][CH2:18][CH2:19][CH2:20][CH2:21][CH3:22])[C:14]([OH:16])=[O:15])=[O:23])=[CH:8][CH:7]=1)[C:2]#[C:3][CH3:4], predict the reactants needed to synthesize it. The reactants are: [CH2:1]([O:5][C:6]1[CH:11]=[CH:10][C:9]([S:12][CH:13]([CH2:17][CH2:18][CH2:19][CH2:20][CH2:21][CH3:22])[C:14]([OH:16])=[O:15])=[CH:8][CH:7]=1)[C:2]#[C:3][CH3:4].[OH:23]O. (5) The reactants are: [C:1]([O:8][CH2:9][CH:10]([O:17][C:18](=[O:24])[CH2:19][CH2:20][CH2:21][CH2:22][CH3:23])[C:11](=[N+]=[N-])[C:12](=[O:14])[CH3:13])(=[O:7])[CH2:2][CH2:3][CH2:4][CH2:5][CH3:6].CC(C)=[O:27].CC1(C)OO1. Given the product [C:1]([O:8][CH2:9][CH:10]([O:17][C:18](=[O:24])[CH2:19][CH2:20][CH2:21][CH2:22][CH3:23])[C:11](=[O:27])[C:12](=[O:14])[CH3:13])(=[O:7])[CH2:2][CH2:3][CH2:4][CH2:5][CH3:6], predict the reactants needed to synthesize it. (6) Given the product [N:1]1[CH:6]=[CH:5][CH:4]=[C:3]([C:7]2[CH:14]=[CH:13][CH:12]=[CH:11][C:8]=2[CH2:9][OH:10])[CH:2]=1, predict the reactants needed to synthesize it. The reactants are: [N:1]1[CH:6]=[CH:5][CH:4]=[C:3]([C:7]2[CH:14]=[CH:13][CH:12]=[CH:11][C:8]=2[CH:9]=[O:10])[CH:2]=1.[BH4-].[Na+].Cl.